This data is from Reaction yield outcomes from USPTO patents with 853,638 reactions. The task is: Predict the reaction yield, written as a fraction of the theoretical maximum amount of product (1.0 means a 100% yield; for example, 0.34 means a 34% yield). The reactants are [Cl:1][C:2]1[C:11]2[C:6](=[CH:7][C:8]([O:14][CH2:15][CH2:16][CH2:17][N:18]3[CH2:22][CH2:21][CH2:20][CH2:19]3)=[C:9]([O:12][CH3:13])[CH:10]=2)[N:5]=[CH:4][N:3]=1.[NH2:23][C:24]1[CH:25]=[C:26]2[C:30](=[CH:31][CH:32]=1)[NH:29][C:28]([CH3:33])=[CH:27]2. No catalyst specified. The product is [ClH:1].[CH3:13][O:12][C:9]1[CH:10]=[C:11]2[C:6](=[CH:7][C:8]=1[O:14][CH2:15][CH2:16][CH2:17][N:18]1[CH2:22][CH2:21][CH2:20][CH2:19]1)[N:5]=[CH:4][N:3]=[C:2]2[NH:23][C:24]1[CH:25]=[C:26]2[C:30](=[CH:31][CH:32]=1)[NH:29][C:28]([CH3:33])=[CH:27]2. The yield is 0.890.